Predict the reactants needed to synthesize the given product. From a dataset of Full USPTO retrosynthesis dataset with 1.9M reactions from patents (1976-2016). (1) Given the product [CH:20]1([C:18]([C:12]2[CH:13]=[C:14]([CH3:17])[CH:15]=[CH:16][C:11]=2[NH:10][C:8]([NH:7][C:5]2[S:6][C:2]([S:31][C:30]3[N:26]([CH3:25])[N:27]=[N:28][N:29]=3)=[CH:3][N:4]=2)=[O:9])=[O:19])[CH2:24][CH2:23][CH2:22][CH2:21]1, predict the reactants needed to synthesize it. The reactants are: Br[C:2]1[S:6][C:5]([NH:7][C:8]([NH:10][C:11]2[CH:16]=[CH:15][C:14]([CH3:17])=[CH:13][C:12]=2[C:18]([CH:20]2[CH2:24][CH2:23][CH2:22][CH2:21]2)=[O:19])=[O:9])=[N:4][CH:3]=1.[CH3:25][N:26]1[C:30]([SH:31])=[N:29][N:28]=[N:27]1. (2) Given the product [OH:8][C:9]1[CH:10]=[CH:11][C:12]([CH2:13][C:14]([CH3:29])([CH2:20][CH2:21][CH2:22][C:23]2[CH:28]=[CH:27][CH:26]=[CH:25][CH:24]=2)[C:15]([O:17][CH2:18][CH3:19])=[O:16])=[CH:30][CH:31]=1, predict the reactants needed to synthesize it. The reactants are: C([O:8][C:9]1[CH:31]=[CH:30][C:12]([CH2:13][C:14]([CH3:29])([CH2:20][CH2:21][CH2:22][C:23]2[CH:28]=[CH:27][CH:26]=[CH:25][CH:24]=2)[C:15]([O:17][CH2:18][CH3:19])=[O:16])=[CH:11][CH:10]=1)C1C=CC=CC=1. (3) The reactants are: [Cl:1][C:2]1[CH:7]=[CH:6][C:5]([NH:8][C:9](=[O:17])OC2C=CC=CC=2)=[C:4]([C:18]#[N:19])[CH:3]=1.O1CCCC1.[CH3:25][NH:26][CH3:27].C(=O)([O-])O.[Na+]. Given the product [Cl:1][C:2]1[CH:7]=[CH:6][C:5]([NH:8][C:9](=[O:17])[N:26]([CH3:27])[CH3:25])=[C:4]([C:18]#[N:19])[CH:3]=1, predict the reactants needed to synthesize it. (4) Given the product [F:11][C@H:12]1[CH2:16][N:15]([C:17]([O:19][C:20]([CH3:21])([CH3:22])[CH3:23])=[O:18])[C:14]([CH3:28])([C:24]([O:26][CH3:27])=[O:25])[CH2:13]1, predict the reactants needed to synthesize it. The reactants are: [Li+].C[Si]([N-][Si](C)(C)C)(C)C.[F:11][C@H:12]1[CH2:16][N:15]([C:17]([O:19][C:20]([CH3:23])([CH3:22])[CH3:21])=[O:18])[C@H:14]([C:24]([O:26][CH3:27])=[O:25])[CH2:13]1.[CH3:28]I. (5) Given the product [F:31][C:32]1[CH:37]=[CH:36][C:35]([S:38]([N:1]2[CH2:2][CH2:3][CH:4]([NH:7][C:8]3[N:13]=[C:12]([NH:14][C:15]4[CH:20]=[CH:19][CH:18]=[C:17]([C:21]([F:24])([F:23])[F:22])[CH:16]=4)[N:11]=[C:10]([O:25][CH2:26][C:27]([F:30])([F:28])[F:29])[N:9]=3)[CH2:5][CH2:6]2)(=[O:39])=[O:40])=[CH:34][C:33]=1[C:42]([F:45])([F:43])[F:44], predict the reactants needed to synthesize it. The reactants are: [NH:1]1[CH2:6][CH2:5][CH:4]([NH:7][C:8]2[N:13]=[C:12]([NH:14][C:15]3[CH:20]=[CH:19][CH:18]=[C:17]([C:21]([F:24])([F:23])[F:22])[CH:16]=3)[N:11]=[C:10]([O:25][CH2:26][C:27]([F:30])([F:29])[F:28])[N:9]=2)[CH2:3][CH2:2]1.[F:31][C:32]1[CH:37]=[CH:36][C:35]([S:38](Cl)(=[O:40])=[O:39])=[CH:34][C:33]=1[C:42]([F:45])([F:44])[F:43].